From a dataset of Catalyst prediction with 721,799 reactions and 888 catalyst types from USPTO. Predict which catalyst facilitates the given reaction. (1) Product: [CH3:11][C:12]1[CH:17]=[CH:16][C:15]([S:18]([O:21][CH2:22][C@@H:23]2[CH2:28][O:27][C@@H:26]([CH:29]=[O:30])[CH2:25][O:24]2)(=[O:20])=[O:19])=[CH:14][CH:13]=1. The catalyst class is: 2. Reactant: C(Cl)(=O)C(Cl)=O.CS(C)=O.[CH3:11][C:12]1[CH:17]=[CH:16][C:15]([S:18]([O:21][CH2:22][C@@H:23]2[CH2:28][O:27][C@@H:26]([CH2:29][OH:30])[CH2:25][O:24]2)(=[O:20])=[O:19])=[CH:14][CH:13]=1. (2) The catalyst class is: 27. Reactant: [CH:1]1([NH:7][S:8]([C:11]2[CH:16]=[C:15]([C:17]3[NH:18][C:19]4[C:24]([CH:25]=3)=[CH:23][CH:22]=[CH:21][CH:20]=4)[CH:14]=[CH:13][C:12]=2[CH2:26][CH3:27])(=[O:10])=[O:9])[CH2:6][CH2:5][CH2:4][CH2:3][CH2:2]1.[C:28](Cl)(=[O:32])[C:29](Cl)=[O:30].[CH3:34][OH:35]. Product: [CH3:34][O:35][C:28](=[O:32])[C:29]([C:25]1[C:24]2[C:19](=[CH:20][CH:21]=[CH:22][CH:23]=2)[NH:18][C:17]=1[C:15]1[CH:14]=[CH:13][C:12]([CH2:26][CH3:27])=[C:11]([S:8](=[O:9])(=[O:10])[NH:7][CH:1]2[CH2:6][CH2:5][CH2:4][CH2:3][CH2:2]2)[CH:16]=1)=[O:30]. (3) Reactant: [OH:1][C:2]1[CH:3]=[C:4]([CH2:8][CH2:9][C:10]([O:12][CH3:13])=[O:11])[CH:5]=[CH:6][CH:7]=1.C(=O)([O-])[O-].[K+].[K+].I[CH:21]([CH3:23])[CH3:22]. Product: [CH3:22][CH:21]([O:1][C:2]1[CH:3]=[C:4]([CH2:8][CH2:9][C:10]([O:12][CH3:13])=[O:11])[CH:5]=[CH:6][CH:7]=1)[CH3:23]. The catalyst class is: 21. (4) Reactant: C([O-])([O-])=O.[K+].[K+].[CH2:7]([O:9][C:10](=[O:31])[CH2:11][CH2:12][CH2:13][CH2:14][CH2:15][CH2:16][N:17]([C:24]1[CH:29]=[C:28]([OH:30])[CH:27]=[CH:26][N:25]=1)[C:18]1[CH:23]=[CH:22][CH:21]=[CH:20][N:19]=1)[CH3:8].I[CH2:33][CH2:34][CH3:35].CCOC(C)=O. Product: [CH2:7]([O:9][C:10](=[O:31])[CH2:11][CH2:12][CH2:13][CH2:14][CH2:15][CH2:16][N:17]([C:24]1[CH:29]=[C:28]([O:30][CH2:33][CH2:34][CH3:35])[CH:27]=[CH:26][N:25]=1)[C:18]1[CH:23]=[CH:22][CH:21]=[CH:20][N:19]=1)[CH3:8]. The catalyst class is: 163.